This data is from NCI-60 drug combinations with 297,098 pairs across 59 cell lines. The task is: Regression. Given two drug SMILES strings and cell line genomic features, predict the synergy score measuring deviation from expected non-interaction effect. (1) Drug 1: CC1=C(C=C(C=C1)NC(=O)C2=CC=C(C=C2)CN3CCN(CC3)C)NC4=NC=CC(=N4)C5=CN=CC=C5. Drug 2: CC1CCCC2(C(O2)CC(NC(=O)CC(C(C(=O)C(C1O)C)(C)C)O)C(=CC3=CSC(=N3)C)C)C. Cell line: HCT-15. Synergy scores: CSS=64.1, Synergy_ZIP=10.7, Synergy_Bliss=9.61, Synergy_Loewe=-28.0, Synergy_HSA=12.5. (2) Synergy scores: CSS=1.21, Synergy_ZIP=1.07, Synergy_Bliss=2.63, Synergy_Loewe=-0.523, Synergy_HSA=0.522. Drug 1: CC12CCC3C(C1CCC2O)C(CC4=C3C=CC(=C4)O)CCCCCCCCCS(=O)CCCC(C(F)(F)F)(F)F. Cell line: SNB-75. Drug 2: COC1=C2C(=CC3=C1OC=C3)C=CC(=O)O2.